From a dataset of Forward reaction prediction with 1.9M reactions from USPTO patents (1976-2016). Predict the product of the given reaction. (1) Given the reactants [F:1][C:2]([F:7])([F:6])[C:3]([OH:5])=[O:4].[CH2:8]([O:11][C:12]1[CH:13]=[C:14]([CH:22]([NH:26][C:27]2[CH:32]=[CH:31][C:30]([C:33](=[NH:35])[NH2:34])=[CH:29][CH:28]=2)[C:23]([OH:25])=O)[CH:15]=[CH:16][C:17]=1[O:18][CH2:19][CH:20]=[CH2:21])[CH:9]=[CH2:10].O.ON1C2C=CC=CC=2N=N1.Cl.C(N=C=NCCCN(C)C)C.[N:59]1[CH:64]=[CH:63][CH:62]=[CH:61][C:60]=1[NH:65][NH2:66], predict the reaction product. The product is: [F:1][C:2]([F:7])([F:6])[C:3]([OH:5])=[O:4].[CH2:8]([O:11][C:12]1[CH:13]=[C:14]([CH:22]([NH:26][C:27]2[CH:32]=[CH:31][C:30]([C:33]([NH2:34])=[NH:35])=[CH:29][CH:28]=2)[C:23]([NH:66][NH:65][C:60]2[CH:61]=[CH:62][CH:63]=[CH:64][N:59]=2)=[O:25])[CH:15]=[CH:16][C:17]=1[O:18][CH2:19][CH:20]=[CH2:21])[CH:9]=[CH2:10]. (2) The product is: [Cl:1][C:2]1[C:6]([Cl:7])=[C:5]([CH3:8])[NH:4][C:3]=1[C:9]([NH:11][CH:12]1[CH2:13][CH2:14][N:15]([C:18]2[N:23]=[C:22]([O:24][CH2:25][CH2:26][S:45]([CH3:34])(=[O:48])=[O:46])[N:21]=[C:20]([C:29]([NH:31][O:32][CH3:33])=[O:30])[CH:19]=2)[CH2:16][CH2:17]1)=[O:10]. Given the reactants [Cl:1][C:2]1[C:6]([Cl:7])=[C:5]([CH3:8])[NH:4][C:3]=1[C:9]([NH:11][CH:12]1[CH2:17][CH2:16][N:15]([C:18]2[N:23]=[C:22]([O:24][CH2:25][CH2:26]SC)[N:21]=[C:20]([C:29]([NH:31][O:32][CH3:33])=[O:30])[CH:19]=2)[CH2:14][CH2:13]1)=[O:10].[CH:34]1C=C(Cl)C=C(C(OO)=O)C=1.[S:45]([O-:48])([O-])=[O:46].[Na+].[Na+], predict the reaction product. (3) The product is: [CH:2]1([C:1]([NH:5][C:6]2[CH:7]=[C:8]([CH:12]3[CH2:17][CH2:16][N:15]([C:18]([O:20][C:21]([CH3:23])([CH3:22])[CH3:24])=[O:19])[CH2:14][CH2:13]3)[CH:9]=[CH:10][CH:11]=2)=[O:4])[CH2:26][CH2:3]1. Given the reactants [C:1]([NH:5][C:6]1[CH:7]=[C:8]([CH:12]2[CH2:17][CH2:16][N:15]([C:18]([O:20][C:21]([CH3:24])([CH3:23])[CH3:22])=[O:19])[CH2:14][CH2:13]2)[CH:9]=[CH:10][CH:11]=1)(=[O:4])[CH2:2][CH3:3].N[C:26]1C=C(C2CCN(C(OC(C)(C)C)=O)CC2)C=CC=1.C1(C(Cl)=O)CC1, predict the reaction product. (4) Given the reactants [Cl:1][C:2]1[CH:10]=[C:9]2[C:5]([CH2:6][C:7](=[O:11])[NH:8]2)=[CH:4][C:3]=1[CH2:12][CH2:13]Cl.Cl.[N:16]1([C:22]2[C:26]3[CH:27]=[CH:28][CH:29]=[CH:30][C:25]=3[S:24][N:23]=2)[CH2:21][CH2:20][NH:19][CH2:18][CH2:17]1.C(=O)([O-])[O-].[Na+].[Na+].CN1CCCC1=O, predict the reaction product. The product is: [CH:28]1[CH:29]=[CH:30][C:25]2[S:24][N:23]=[C:22]([N:16]3[CH2:17][CH2:18][N:19]([CH2:13][CH2:12][C:3]4[CH:4]=[C:5]5[CH2:6][C:7](=[O:11])[NH:8][C:9]5=[CH:10][C:2]=4[Cl:1])[CH2:20][CH2:21]3)[C:26]=2[CH:27]=1. (5) Given the reactants [C:1]([O:5][C:6]([N:8]1[C:16]2[C:11](=[CH:12][C:13]([N+:17]([O-])=O)=[CH:14][CH:15]=2)[CH:10]=[N:9]1)=[O:7])([CH3:4])([CH3:3])[CH3:2].CC(=O)O[CH2:23][CH3:24], predict the reaction product. The product is: [C:1]([O:5][C:6]([N:8]1[C:16]2[C:11](=[CH:12][C:13]([NH:17][CH:24]3[CH2:23][CH2:15][CH2:16][NH:8][CH2:6]3)=[CH:14][CH:15]=2)[CH:10]=[N:9]1)=[O:7])([CH3:4])([CH3:3])[CH3:2]. (6) Given the reactants C([O:8][C:9]([CH:11]1[CH2:16][CH2:15][N:14]([CH2:17][CH2:18][CH2:19][C:20]2[CH:25]=[CH:24][CH:23]=[CH:22][CH:21]=2)[CH2:13][CH2:12]1)=[O:10])C1C=CC=CC=1, predict the reaction product. The product is: [C:20]1([CH2:19][CH2:18][CH2:17][N:14]2[CH2:15][CH2:16][CH:11]([C:9]([OH:10])=[O:8])[CH2:12][CH2:13]2)[CH:21]=[CH:22][CH:23]=[CH:24][CH:25]=1. (7) Given the reactants [Cl:1][C:2]1[N:7]=[C:6]([N:8]([CH3:28])[C:9]2[CH:27]=[CH:26][C:12]3[N:13]([CH3:25])[C:14]([NH:16][CH:17]([C:19]4[CH:24]=[CH:23][CH:22]=[CH:21][CH:20]=4)[CH3:18])=[N:15][C:11]=3[CH:10]=2)[CH:5]=[CH:4][N:3]=1.[CH3:29][S:30]([CH2:33][CH2:34][C:35]1[CH:40]=[CH:39][C:38]([NH2:41])=[CH:37][CH:36]=1)(=[O:32])=[O:31], predict the reaction product. The product is: [ClH:1].[CH3:29][S:30]([CH2:33][CH2:34][C:35]1[CH:36]=[CH:37][C:38]([NH:41][C:2]2[N:7]=[C:6]([N:8]([CH3:28])[C:9]3[CH:27]=[CH:26][C:12]4[N:13]([CH3:25])[C:14]([NH:16][CH:17]([C:19]5[CH:24]=[CH:23][CH:22]=[CH:21][CH:20]=5)[CH3:18])=[N:15][C:11]=4[CH:10]=3)[CH:5]=[CH:4][N:3]=2)=[CH:39][CH:40]=1)(=[O:31])=[O:32].